Dataset: Forward reaction prediction with 1.9M reactions from USPTO patents (1976-2016). Task: Predict the product of the given reaction. (1) Given the reactants [CH:1]1([N:5]2[C:13]3[C:8](=[CH:9][C:10]([N+:14]([O-])=O)=[CH:11][CH:12]=3)[CH2:7][C:6]2=[O:17])[CH2:4][CH2:3][CH2:2]1.[Cl-].[NH4+], predict the reaction product. The product is: [NH2:14][C:10]1[CH:9]=[C:8]2[C:13](=[CH:12][CH:11]=1)[N:5]([CH:1]1[CH2:4][CH2:3][CH2:2]1)[C:6](=[O:17])[CH2:7]2. (2) Given the reactants [CH:1]([N:4]1[C:8](=[O:9])[CH2:7][NH:6][C:5]1=[O:10])([CH3:3])[CH3:2].CO[CH:13](OC)[N:14]([CH3:16])[CH3:15], predict the reaction product. The product is: [CH3:13][N:14]([CH:16]=[C:7]1[NH:6][C:5](=[O:10])[N:4]([CH:1]([CH3:3])[CH3:2])[C:8]1=[O:9])[CH3:15]. (3) Given the reactants [CH3:1][O:2][C:3]1[N:8]=[CH:7][C:6]([C:9]2[CH:18]=[CH:17][C:16]3[N:15]=[CH:14][C:13]4[CH2:19][N:20]([CH3:37])[C:21](=[O:36])[N:22]([CH:23]5[CH2:28][CH2:27][N:26](C(OC(C)(C)C)=O)[CH2:25][CH2:24]5)[C:12]=4[C:11]=3[N:10]=2)=[CH:5][CH:4]=1.[ClH:38], predict the reaction product. The product is: [ClH:38].[CH3:1][O:2][C:3]1[N:8]=[CH:7][C:6]([C:9]2[CH:18]=[CH:17][C:16]3[N:15]=[CH:14][C:13]4[CH2:19][N:20]([CH3:37])[C:21](=[O:36])[N:22]([CH:23]5[CH2:28][CH2:27][NH:26][CH2:25][CH2:24]5)[C:12]=4[C:11]=3[N:10]=2)=[CH:5][CH:4]=1. (4) Given the reactants [Cl:1][C:2]1[CH:7]=[CH:6][C:5]([C:8]2[N:12]([C:13]3[CH:18]=[CH:17][CH:16]=[CH:15][CH:14]=3)[N:11]=[C:10]([CH2:19][CH2:20][CH:21]=O)[CH:9]=2)=[CH:4][CH:3]=1.[C:23]1([N:29]2[CH2:34][CH2:33][NH:32][CH2:31][CH2:30]2)[CH:28]=[CH:27][CH:26]=[CH:25][CH:24]=1.CCN(C(C)C)C(C)C.[BH-](OC(C)=O)(OC(C)=O)OC(C)=O.[Na+], predict the reaction product. The product is: [Cl:1][C:2]1[CH:7]=[CH:6][C:5]([C:8]2[N:12]([C:13]3[CH:18]=[CH:17][CH:16]=[CH:15][CH:14]=3)[N:11]=[C:10]([CH2:19][CH2:20][CH2:21][N:32]3[CH2:33][CH2:34][N:29]([C:23]4[CH:28]=[CH:27][CH:26]=[CH:25][CH:24]=4)[CH2:30][CH2:31]3)[CH:9]=2)=[CH:4][CH:3]=1. (5) Given the reactants [O:1]([CH2:8][C:9]1[CH:14]=[CH:13][C:12]([C:15]2[NH:29][C:18]3=[N:19][C:20]([CH:23]4[CH2:28][CH2:27][NH:26][CH2:25][CH2:24]4)=[CH:21][CH:22]=[C:17]3[N:16]=2)=[CH:11][CH:10]=1)[C:2]1[CH:7]=[CH:6][CH:5]=[CH:4][CH:3]=1.C=O.[C:32](O[BH-](OC(=O)C)OC(=O)C)(=O)C.[Na+].C(Cl)Cl.CCOCC, predict the reaction product. The product is: [CH3:32][N:26]1[CH2:27][CH2:28][CH:23]([C:20]2[N:19]=[C:18]3[NH:29][C:15]([C:12]4[CH:11]=[CH:10][C:9]([CH2:8][O:1][C:2]5[CH:3]=[CH:4][CH:5]=[CH:6][CH:7]=5)=[CH:14][CH:13]=4)=[N:16][C:17]3=[CH:22][CH:21]=2)[CH2:24][CH2:25]1. (6) The product is: [CH3:3][O:4][C:5]1[CH:6]=[C:7]([C:11]2[O:15][N:14]=[C:13]([CH2:16][S:17][C:18]3[N:19]([CH3:27])[C:20]4[C:21]([N:26]=3)=[N:22][CH:23]=[CH:24][CH:25]=4)[N:12]=2)[CH:8]=[CH:9][CH:10]=1. Given the reactants [H-].[Na+].[CH3:3][O:4][C:5]1[CH:6]=[C:7]([C:11]2[O:15][N:14]=[C:13]([CH2:16][S:17][C:18]3[NH:19][C:20]4[C:21]([N:26]=3)=[N:22][CH:23]=[CH:24][CH:25]=4)[N:12]=2)[CH:8]=[CH:9][CH:10]=1.[CH3:27]I, predict the reaction product.